From a dataset of M1 muscarinic receptor antagonist screen with 61,756 compounds. Binary Classification. Given a drug SMILES string, predict its activity (active/inactive) in a high-throughput screening assay against a specified biological target. (1) The molecule is O1C(CCC1)CNC(=O)c1c2nc3c(nc2n(c1N)c1c(OC)ccc(OC)c1)cccc3. The result is 0 (inactive). (2) The drug is o1nc(nc1C1CCCN(C1)C(=O)c1ccc(OC)cc1)c1cc(OC)c(OC)c(OC)c1. The result is 0 (inactive). (3) The molecule is o1nc(nc1CC(c1ccccc1)c1ccccc1)c1ccncc1. The result is 0 (inactive). (4) The molecule is N1CCCNCCNCCCNCC1. The result is 0 (inactive). (5) The molecule is Clc1ccc(c2oc(NC(=O)c3cc(OC)ccc3)nn2)cc1. The result is 0 (inactive). (6) The compound is s1c2CCCCc2nc1NC(=O)c1sccc1. The result is 0 (inactive). (7) The compound is Fc1c(N2CCN(CC2)Cc2n(CCCc3ccccc3)c3c(n2)n(c(=O)[nH]c3=O)C)cccc1. The result is 0 (inactive). (8) The compound is S(c1n(c2c(OC)cccc2)c(=O)c2c(n1)cccc2)CC(=O)N(CC)CC. The result is 0 (inactive). (9) The molecule is S(=O)(=O)(NC(CC(=O)NCCc1cc(OC)c(OC)cc1)c1occc1)c1ccc(OC)cc1. The result is 0 (inactive).